This data is from Forward reaction prediction with 1.9M reactions from USPTO patents (1976-2016). The task is: Predict the product of the given reaction. (1) Given the reactants [CH2:1]=[CH:2][C:3](=[CH2:5])[CH3:4].[CH2:6]1[CH2:11][CH2:10][CH2:9][CH2:8][CH2:7]1, predict the reaction product. The product is: [CH2:1]=[CH:2][C:3](=[CH2:4])[CH3:5].[CH2:1]=[CH:2][C:6]1[CH:11]=[CH:10][CH:9]=[CH:8][CH:7]=1.[CH2:1]=[CH:2][CH:3]=[CH2:4].[CH2:1]=[CH:2][C:3]1[CH:4]=[CH:11][CH:6]=[CH:7][CH:5]=1.[CH2:1]=[CH:2][CH:3]=[CH2:4].[CH2:1]=[CH:2][C:3](=[CH2:4])[CH3:5].[CH2:1]=[CH:2][C:3]1[CH:4]=[CH:11][CH:6]=[CH:7][CH:5]=1. (2) Given the reactants C([O:5][C:6](=[O:35])[CH2:7][N:8]([S:24]([C:27]1[CH:32]=[C:31]([Cl:33])[CH:30]=[C:29]([Cl:34])[CH:28]=1)(=[O:26])=[O:25])[C:9]1[CH:10]=[C:11]2[C:15](=[CH:16][CH:17]=1)[N:14]([C:18]1[CH:23]=[N:22][CH:21]=[CH:20][N:19]=1)[CH:13]=[CH:12]2)(C)(C)C.[Cl:36]N1C(=O)CCC1=O.P(=O)(O)(O)O.O, predict the reaction product. The product is: [Cl:36][C:16]1[CH:17]=[C:9]([N:8]([CH2:7][C:6]([OH:5])=[O:35])[S:24]([C:27]2[CH:28]=[C:29]([Cl:34])[CH:30]=[C:31]([Cl:33])[CH:32]=2)(=[O:26])=[O:25])[CH:10]=[C:11]2[C:15]=1[N:14]([C:18]1[CH:23]=[N:22][CH:21]=[CH:20][N:19]=1)[CH:13]=[CH:12]2. (3) Given the reactants [CH3:1][N:2]1[C:10]2[C:5](=[C:6]([C:11]3[CH:16]=[CH:15][C:14]([OH:17])=[CH:13][CH:12]=3)[CH:7]=[CH:8][CH:9]=2)[C:4]([CH3:18])=[C:3]1[C:19]1[CH:24]=[CH:23][CH:22]=[CH:21][CH:20]=1.C([O-])([O-])=O.[K+].[K+].Br[CH2:32][C:33]([O:35][CH3:36])=[O:34], predict the reaction product. The product is: [CH3:36][O:35][C:33](=[O:34])[CH2:32][O:17][C:14]1[CH:15]=[CH:16][C:11]([C:6]2[CH:7]=[CH:8][CH:9]=[C:10]3[C:5]=2[C:4]([CH3:18])=[C:3]([C:19]2[CH:24]=[CH:23][CH:22]=[CH:21][CH:20]=2)[N:2]3[CH3:1])=[CH:12][CH:13]=1. (4) Given the reactants Br[C:2]1[C:7]([CH3:8])=[CH:6][CH:5]=[C:4]([Cl:9])[N:3]=1.[O:10]=[C:11]1[NH:16][CH2:15][C@@H:14]([NH:17][C:18](=[O:24])[O:19][C:20]([CH3:23])([CH3:22])[CH3:21])[CH2:13][CH2:12]1.C(=O)([O-])[O-].[K+].[K+].CNCCNC, predict the reaction product. The product is: [Cl:9][C:4]1[N:3]=[C:2]([N:16]2[C:11](=[O:10])[CH2:12][CH2:13][C@H:14]([NH:17][C:18](=[O:24])[O:19][C:20]([CH3:22])([CH3:21])[CH3:23])[CH2:15]2)[C:7]([CH3:8])=[CH:6][CH:5]=1. (5) Given the reactants [F:1][C:2]1[C:11]2[O:10][CH2:9][CH:8]([CH2:12]OS(C3C=CC(C)=CC=3)(=O)=O)[O:7][C:6]=2[CH:5]=[C:4]([S:24]([CH3:27])(=[O:26])=[O:25])[CH:3]=1.[CH3:28][CH:29]([CH3:32])[CH2:30][NH2:31], predict the reaction product. The product is: [F:1][C:2]1[C:11]2[O:10][CH2:9][CH:8]([CH2:12][NH:31][CH2:30][CH:29]([CH3:32])[CH3:28])[O:7][C:6]=2[CH:5]=[C:4]([S:24]([CH3:27])(=[O:25])=[O:26])[CH:3]=1.